Dataset: Full USPTO retrosynthesis dataset with 1.9M reactions from patents (1976-2016). Task: Predict the reactants needed to synthesize the given product. (1) Given the product [F:16][CH:2]([F:1])[CH:3]1[C:12]2[C:7]3=[C:8]([CH2:19][NH:15][CH2:14][CH2:13][N:6]3[CH2:5][CH2:4]1)[CH:9]=[CH:10][CH:11]=2, predict the reactants needed to synthesize it. The reactants are: [F:1][CH:2]([F:16])[CH:3]1[C:12]2[C:7](=[CH:8][CH:9]=[CH:10][CH:11]=2)[N:6]([CH2:13][CH2:14][NH2:15])[CH2:5][CH2:4]1.C=O.[C:19](O)(C(F)(F)F)=O.[OH-].[Na+]. (2) Given the product [Cl:1][C:2]1[N:3]=[C:4]([C:9]2[CH:10]=[N:11][CH:12]=[CH:13][CH:14]=2)[S:5][C:6]=1[N:7]([CH3:8])[C:23](=[O:24])[CH:22]([CH3:21])[CH2:26][S:27][CH3:28], predict the reactants needed to synthesize it. The reactants are: [Cl:1][C:2]1[N:3]=[C:4]([C:9]2[CH:10]=[N:11][CH:12]=[CH:13][CH:14]=2)[S:5][C:6]=1[NH:7][CH3:8].N1C=CC=CC=1.[CH3:21][CH:22]([CH2:26][S:27][CH3:28])[C:23](Cl)=[O:24].C(O)(C(F)(F)F)=O.